From a dataset of Full USPTO retrosynthesis dataset with 1.9M reactions from patents (1976-2016). Predict the reactants needed to synthesize the given product. (1) The reactants are: [Br:1][C:2]1[CH:7]=[CH:6][C:5]([OH:8])=[C:4]([O:9][CH2:10][CH:11]2[CH2:13][CH2:12]2)[C:3]=1[I:14].[OH-].[Na+].Cl[CH:18]([F:20])[F:19].Cl. Given the product [Br:1][C:2]1[CH:7]=[CH:6][C:5]([O:8][CH:18]([F:20])[F:19])=[C:4]([O:9][CH2:10][CH:11]2[CH2:13][CH2:12]2)[C:3]=1[I:14], predict the reactants needed to synthesize it. (2) Given the product [F:21][C:18]1[CH:19]=[CH:20][C:15]([C@H:14]2[CH2:13][N:12]([S:22]([C:25]3[N:26]=[CH:27][N:28]([CH3:30])[CH:29]=3)(=[O:24])=[O:23])[CH2:11][C@@H:10]2[NH:9][C:4]2[CH:5]=[CH:6][C:7]([F:8])=[C:2]([C:33]3[CH:32]=[N:31][CH:36]=[CH:35][CH:34]=3)[CH:3]=2)=[CH:16][CH:17]=1, predict the reactants needed to synthesize it. The reactants are: Cl[C:2]1[CH:3]=[C:4]([NH:9][C@@H:10]2[C@@H:14]([C:15]3[CH:20]=[CH:19][C:18]([F:21])=[CH:17][CH:16]=3)[CH2:13][N:12]([S:22]([C:25]3[N:26]=[CH:27][N:28]([CH3:30])[CH:29]=3)(=[O:24])=[O:23])[CH2:11]2)[CH:5]=[CH:6][C:7]=1[F:8].[N:31]1[CH:36]=[CH:35][CH:34]=[C:33](B(O)O)[CH:32]=1.C1(P(C2CCCCC2)C2CCCCC2)CCCCC1.P([O-])([O-])([O-])=O.[K+].[K+].[K+]. (3) Given the product [OH:16][CH:17]([C:21]1[CH:26]=[CH:25][CH:24]=[CH:23][CH:22]=1)[C:18]([N:13]1[CH2:14][CH2:15][C:10]2[NH:9][N:8]=[C:7]([C:1]3[CH:2]=[CH:3][CH:4]=[CH:5][CH:6]=3)[C:11]=2[CH2:12]1)=[O:19], predict the reactants needed to synthesize it. The reactants are: [C:1]1([C:7]2[C:11]3[CH2:12][NH:13][CH2:14][CH2:15][C:10]=3[NH:9][N:8]=2)[CH:6]=[CH:5][CH:4]=[CH:3][CH:2]=1.[OH:16][CH:17]([C:21]1[CH:26]=[CH:25][CH:24]=[CH:23][CH:22]=1)[C:18](O)=[O:19].CN(C(ON1N=NC2C=CC=NC1=2)=[N+](C)C)C.F[P-](F)(F)(F)(F)F.CCN(C(C)C)C(C)C. (4) The reactants are: [H-].[Na+].[Cl:3][C:4]1[C:5]([NH:12][C@@H:13]2[CH2:17][CH2:16][N:15]([C:18]([O:20][C:21]([CH3:24])([CH3:23])[CH3:22])=[O:19])[CH2:14]2)=[N:6][CH:7]=[C:8]([CH:10]=O)[CH:9]=1.[C:25]([O:28][CH2:29][CH3:30])([CH3:27])=[O:26].O. Given the product [Cl:3][C:4]1[C:5]([NH:12][C@@H:13]2[CH2:17][CH2:16][N:15]([C:18]([O:20][C:21]([CH3:24])([CH3:23])[CH3:22])=[O:19])[CH2:14]2)=[N:6][CH:7]=[C:8](/[CH:10]=[CH:27]/[C:25]([O:28][CH2:29][CH3:30])=[O:26])[CH:9]=1, predict the reactants needed to synthesize it.